Predict the product of the given reaction. From a dataset of Forward reaction prediction with 1.9M reactions from USPTO patents (1976-2016). (1) Given the reactants [N+:1]([C:4]1[CH:5]=[C:6]([CH:10]2[C:19]3[C:14](=[C:15]4[CH:23]=[CH:22][CH:21]=[CH:20][C:16]4=[CH:17][CH:18]=3)[NH:13][C:12](=[O:24])[CH2:11]2)[CH:7]=[CH:8][CH:9]=1)([O-])=O.O.NN, predict the reaction product. The product is: [NH2:1][C:4]1[CH:5]=[C:6]([CH:10]2[C:19]3[C:14](=[C:15]4[CH:23]=[CH:22][CH:21]=[CH:20][C:16]4=[CH:17][CH:18]=3)[NH:13][C:12](=[O:24])[CH2:11]2)[CH:7]=[CH:8][CH:9]=1. (2) Given the reactants C(=O)([O-])[O-].[Na+].[Na+].[CH3:7][O:8][C:9]1[CH:16]=[CH:15][CH:14]=[CH:13][C:10]=1[CH2:11][NH2:12].[C:17](Cl)(=[O:24])[C:18]1[CH:23]=[CH:22][CH:21]=[CH:20][CH:19]=1, predict the reaction product. The product is: [C:17]([NH:12][CH2:11][C:10]1[CH:13]=[CH:14][CH:15]=[CH:16][C:9]=1[O:8][CH3:7])(=[O:24])[C:18]1[CH:23]=[CH:22][CH:21]=[CH:20][CH:19]=1. (3) Given the reactants [Li]CCCC.CN(C)CCO.[Si:12]([O:19][CH2:20][C:21]1[CH:26]=[CH:25][N:24]=[C:23]([Cl:27])[CH:22]=1)([C:15]([CH3:18])([CH3:17])[CH3:16])([CH3:14])[CH3:13].[I:28]I, predict the reaction product. The product is: [Si:12]([O:19][CH2:20][C:21]1[CH:26]=[C:25]([I:28])[N:24]=[C:23]([Cl:27])[CH:22]=1)([C:15]([CH3:18])([CH3:17])[CH3:16])([CH3:14])[CH3:13]. (4) Given the reactants [Br:1][C:2]1[CH:13]=[CH:12][C:5]([O:6][CH2:7][CH:8]2[CH2:11][NH:10][CH2:9]2)=[CH:4][CH:3]=1.C(N(CC)CC)C.[C:21](OC(=O)C)(=[O:23])[CH3:22], predict the reaction product. The product is: [Br:1][C:2]1[CH:3]=[CH:4][C:5]([O:6][CH2:7][CH:8]2[CH2:9][N:10]([C:21](=[O:23])[CH3:22])[CH2:11]2)=[CH:12][CH:13]=1. (5) Given the reactants [C:1](N)(=O)[C@@H:2]([CH3:4])[OH:3].F[B-](F)(F)F.C([O+](CC)CC)C.[Br:19][C:20]1[N:25]=[CH:24][C:23]([NH2:26])=[C:22]([NH:27][C@H:28]([CH2:30][CH3:31])[CH3:29])[CH:21]=1, predict the reaction product. The product is: [Br:19][C:20]1[N:25]=[CH:24][C:23]2[N:26]=[C:1]([C@H:2]([OH:3])[CH3:4])[N:27]([C@H:28]([CH2:30][CH3:31])[CH3:29])[C:22]=2[CH:21]=1. (6) Given the reactants [Cl:1][C:2]1[C:7]([O:8]C)=[CH:6][C:5]([NH:10][C:11]2[C:20]3[C:15](=[CH:16][C:17]([O:23][CH2:24][CH2:25][O:26][CH3:27])=[C:18]([O:21][CH3:22])[CH:19]=3)[N:14]=[CH:13][N:12]=2)=[C:4]([O:28]C)[C:3]=1[O:30][CH3:31], predict the reaction product. The product is: [Cl:1][C:2]1[C:7]([CH:6]=[C:5]([NH:10][C:11]2[C:20]3[C:15](=[CH:16][C:17]([O:23][CH2:24][CH2:25][O:26][CH3:27])=[C:18]([O:21][CH3:22])[CH:19]=3)[N:14]=[CH:13][N:12]=2)[C:4](=[O:28])[C:3]=1[O:30][CH3:31])=[O:8]. (7) Given the reactants C([O:3][C:4](=[O:19])[C@@H:5]([O:17][CH3:18])[CH2:6][C:7]1[CH:12]=[CH:11][C:10]([C:13](=[O:16])[CH2:14]Br)=[CH:9][CH:8]=1)C.[O:20]([C:27]1[CH:32]=[CH:31][C:30]([OH:33])=[CH:29][CH:28]=1)[C:21]1[CH:26]=[CH:25][CH:24]=[CH:23][CH:22]=1.C([O-])([O-])=O.[K+].[K+].CO, predict the reaction product. The product is: [CH3:18][O:17][C@@H:5]([CH2:6][C:7]1[CH:8]=[CH:9][C:10]([C:13](=[O:16])[CH2:14][O:33][C:30]2[CH:29]=[CH:28][C:27]([O:20][C:21]3[CH:26]=[CH:25][CH:24]=[CH:23][CH:22]=3)=[CH:32][CH:31]=2)=[CH:11][CH:12]=1)[C:4]([OH:3])=[O:19]. (8) Given the reactants [F:1][C:2]1[CH:3]=[C:4]([C:8]2[N:13]=[CH:12][C:11]([C:14](Cl)=[O:15])=[CH:10][CH:9]=2)[CH:5]=[CH:6][CH:7]=1.[CH3:17][C@H:18]1[CH2:23][N:22]([CH2:24][C:25]2[CH:30]=[CH:29][C:28]([NH:31][CH3:32])=[CH:27][CH:26]=2)[CH2:21][CH2:20][N:19]1[C:33]([O:35][C:36]([CH3:39])([CH3:38])[CH3:37])=[O:34].C(N(CC)CC)C, predict the reaction product. The product is: [F:1][C:2]1[CH:3]=[C:4]([C:8]2[N:13]=[CH:12][C:11]([C:14]([N:31]([CH3:32])[C:28]3[CH:27]=[CH:26][C:25]([CH2:24][N:22]4[CH2:21][CH2:20][N:19]([C:33]([O:35][C:36]([CH3:38])([CH3:37])[CH3:39])=[O:34])[C@@H:18]([CH3:17])[CH2:23]4)=[CH:30][CH:29]=3)=[O:15])=[CH:10][CH:9]=2)[CH:5]=[CH:6][CH:7]=1. (9) Given the reactants Cl.[CH3:2][O:3][C:4](=[O:13])[C@H:5]([CH2:11]O)[NH:6][CH2:7][CH:8]([CH3:10])[CH3:9].COC(=O)[C@H](CO)N.O=S(Cl)[Cl:24].[CH3:26][C:27]1[CH:32]=[C:31]([N+:33]([O-:35])=[O:34])[CH:30]=[CH:29][C:28]=1[N:36]=[C:37]=[S:38], predict the reaction product. The product is: [ClH:24].[CH3:26][C:27]1[CH:32]=[C:31]([N+:33]([O-:35])=[O:34])[CH:30]=[CH:29][C:28]=1[N:36]=[C:37]1[N:6]([CH2:7][CH:8]([CH3:10])[CH3:9])[C@H:5]([C:4]([O:3][CH3:2])=[O:13])[CH2:11][S:38]1. (10) The product is: [N:13]1[C:14]2[C:19](=[CH:18][CH:17]=[CH:16][CH:15]=2)[CH:20]=[CH:21][C:12]=1[NH:11][S:8]([C:5]1[CH:6]=[N:7][C:2]([C:27]2[CH:28]=[CH:29][C:24]([C:22]#[N:23])=[CH:25][CH:26]=2)=[CH:3][CH:4]=1)(=[O:10])=[O:9]. Given the reactants Cl[C:2]1[N:7]=[CH:6][C:5]([S:8]([NH:11][C:12]2[CH:21]=[CH:20][C:19]3[C:14](=[CH:15][CH:16]=[CH:17][CH:18]=3)[N:13]=2)(=[O:10])=[O:9])=[CH:4][CH:3]=1.[C:22]([C:24]1[CH:29]=[CH:28][C:27](B(O)O)=[CH:26][CH:25]=1)#[N:23].COCCOC.C([O-])([O-])=O.[Cs+].[Cs+], predict the reaction product.